This data is from Forward reaction prediction with 1.9M reactions from USPTO patents (1976-2016). The task is: Predict the product of the given reaction. (1) Given the reactants [F:1][C:2]1[C:3]([OH:25])=[CH:4][CH:5]=[C:6]2[C:10]=1[C:9](=[O:11])[N:8]([CH2:12][C@H:13]1[CH2:18][CH2:17][C@H:16]([C:19](N(OC)C)=[O:20])[CH2:15][CH2:14]1)[CH2:7]2.[CH3:26][Mg]Br.C(OCC)C, predict the reaction product. The product is: [C:19]([C@H:16]1[CH2:15][CH2:14][C@H:13]([CH2:12][N:8]2[CH2:7][C:6]3[C:10](=[C:2]([F:1])[C:3]([OH:25])=[CH:4][CH:5]=3)[C:9]2=[O:11])[CH2:18][CH2:17]1)(=[O:20])[CH3:26]. (2) Given the reactants C[O:2][C:3](=[O:12])[C@H:4]([O:10][CH3:11])[CH2:5][C:6]([O:8]C)=[O:7], predict the reaction product. The product is: [CH3:11][O:10][C@H:4]([CH2:5][C:6]([OH:8])=[O:7])[C:3]([OH:12])=[O:2]. (3) Given the reactants C([NH:4][C@:5]1([C:22](NC(C)(C)C)=[O:23])[C@@H:9]([CH2:10][CH2:11][CH2:12][B:13]2[O:17]C(C)(C)C(C)(C)[O:14]2)[CH2:8][NH:7][CH2:6]1)(=O)C.[CH2:29]([N:36](C(OC(C)(C)C)=O)[CH2:37][CH:38]=O)[C:30]1[CH:35]=[CH:34][CH:33]=[CH:32][CH:31]=1.C(O[BH-](OC(=O)C)OC(=O)C)(=[O:49])C.[Na+].C(=O)([O-])[O-].[Na+].[Na+], predict the reaction product. The product is: [NH2:4][C@:5]1([C:22]([OH:23])=[O:49])[C@@H:9]([CH2:10][CH2:11][CH2:12][B:13]([OH:14])[OH:17])[CH2:8][N:7]([CH2:38][CH2:37][NH:36][CH2:29][C:30]2[CH:35]=[CH:34][CH:33]=[CH:32][CH:31]=2)[CH2:6]1. (4) Given the reactants Cl[C:2]1[CH:10]=[CH:9][CH:8]=[C:7]2[C:3]=1[C:4]([NH2:11])=[N:5][NH:6]2.[Cl:12][C:13]1[CH:18]=[CH:17][CH:16]=[CH:15][C:14]=1B(O)O.P([O-])([O-])([O-])=O.[K+].[K+].[K+], predict the reaction product. The product is: [Cl:12][C:13]1[CH:18]=[CH:17][CH:16]=[CH:15][C:14]=1[C:2]1[CH:10]=[CH:9][CH:8]=[C:7]2[C:3]=1[C:4]([NH2:11])=[N:5][NH:6]2. (5) Given the reactants Cl[C:2]1[CH:29]=[CH:28][C:5]([C:6]([NH:8][CH2:9][C:10]2[C:19](=[O:20])[C:18]3[C:13](=[CH:14][C:15]([Cl:21])=[CH:16][CH:17]=3)[N:12]([C:22]3[CH:27]=[CH:26][CH:25]=[CH:24][CH:23]=3)[CH:11]=2)=[O:7])=[CH:4][N:3]=1.[NH2:30][CH:31]1[CH2:36][CH2:35][O:34][CH2:33][CH2:32]1, predict the reaction product. The product is: [Cl:21][C:15]1[CH:14]=[C:13]2[C:18]([C:19](=[O:20])[C:10]([CH2:9][NH:8][C:6](=[O:7])[C:5]3[CH:28]=[CH:29][C:2]([NH:30][CH:31]4[CH2:36][CH2:35][O:34][CH2:33][CH2:32]4)=[N:3][CH:4]=3)=[CH:11][N:12]2[C:22]2[CH:27]=[CH:26][CH:25]=[CH:24][CH:23]=2)=[CH:17][CH:16]=1.